This data is from Catalyst prediction with 721,799 reactions and 888 catalyst types from USPTO. The task is: Predict which catalyst facilitates the given reaction. (1) The catalyst class is: 6. Product: [S:1]1[C:2]([C:12]([OH:14])=[O:15])=[C:3]([C:20]([OH:22])=[O:21])[C:4]2[CH:9]=[CH:8][CH:7]=[CH:6][C:5]1=2. Reactant: [S:1]1[C:5]2[CH:6]=[CH:7][CH:8]=[CH:9][C:4]=2[C:3](=O)[C:2]1=O.[C:12](=[O:15])([O-:14])[O-].[Na+].[Na+].ClC[C:20]([OH:22])=[O:21]. (2) Reactant: [Cl-].COC1N=C(OC)N=C([N+]2(C)CCOCC2)N=1.[C:19]([O:23][C:24]([N:26]1[CH2:35][CH2:34][C:33]2[C:28](=[CH:29][CH:30]=[C:31]([C:36](O)=[O:37])[CH:32]=2)[CH2:27]1)=[O:25])([CH3:22])([CH3:21])[CH3:20].Cl.[CH3:40][NH:41][O:42][CH3:43].CN1CCOCC1. Product: [CH3:43][O:42][N:41]([CH3:40])[C:36]([C:31]1[CH:32]=[C:33]2[C:28](=[CH:29][CH:30]=1)[CH2:27][N:26]([C:24]([O:23][C:19]([CH3:22])([CH3:21])[CH3:20])=[O:25])[CH2:35][CH2:34]2)=[O:37]. The catalyst class is: 5. (3) Reactant: [NH2:1][CH:2]1[C:10]2[C:5](=[CH:6][C:7]([C:11]#[N:12])=[CH:8][CH:9]=2)[CH2:4][CH2:3]1.[F:13][C:14]([F:25])([F:24])[C:15](O[C:15](=[O:16])[C:14]([F:25])([F:24])[F:13])=[O:16].CO. Product: [C:11]([C:7]1[CH:6]=[C:5]2[C:10](=[CH:9][CH:8]=1)[CH:2]([NH:1][C:15](=[O:16])[C:14]([F:25])([F:24])[F:13])[CH2:3][CH2:4]2)#[N:12]. The catalyst class is: 119. (4) Reactant: [CH2:1]1[C:10]2[C:5](=[CH:6][CH:7]=[CH:8][CH:9]=2)[CH2:4][CH2:3][N:2]1[CH2:11][CH:12]([OH:30])[CH2:13][NH:14][C:15](=[O:29])[C:16]1[CH:21]=[CH:20][CH:19]=[C:18]([NH:22][CH:23]2[CH2:28][CH2:27][O:26][CH2:25][CH2:24]2)[CH:17]=1.[CH3:31]C(O)=O.C=O.[BH3-]C#N.[Na+]. Product: [CH2:1]1[C:10]2[C:5](=[CH:6][CH:7]=[CH:8][CH:9]=2)[CH2:4][CH2:3][N:2]1[CH2:11][CH:12]([OH:30])[CH2:13][NH:14][C:15](=[O:29])[C:16]1[CH:21]=[CH:20][CH:19]=[C:18]([N:22]([CH3:31])[CH:23]2[CH2:24][CH2:25][O:26][CH2:27][CH2:28]2)[CH:17]=1. The catalyst class is: 5. (5) Reactant: [C:1]([C:5]1[CH:6]=[C:7]([C:22](=[O:24])[CH3:23])[CH:8]=[C:9]([O:11][CH2:12][CH2:13][CH2:14][O:15]C2CCCCO2)[CH:10]=1)([CH3:4])([CH3:3])[CH3:2].[Br-:25].[Br-].[Br-].C1([N+](C)(C)C)C=CC=CC=1.C1([N+](C)(C)C)C=CC=CC=1.C1([N+](C)(C)C)C=CC=CC=1.C(O)(=O)CC(CC(O)=O)(C(O)=O)O.CC(=O)OCC. The catalyst class is: 92. Product: [Br:25][CH2:23][C:22]([C:7]1[CH:8]=[C:9]([O:11][CH2:12][CH2:13][CH2:14][OH:15])[CH:10]=[C:5]([C:1]([CH3:4])([CH3:3])[CH3:2])[CH:6]=1)=[O:24]. (6) Reactant: [F:1][C:2]1[C:3]([CH3:18])=[N:4][C:5]2[N:6]([N:9]=[C:10]([C:12]3[CH:17]=[CH:16][CH:15]=[CH:14][CH:13]=3)[CH:11]=2)[C:7]=1O.O=P(Cl)(Cl)[Cl:21]. Product: [Cl:21][C:7]1[N:6]2[N:9]=[C:10]([C:12]3[CH:17]=[CH:16][CH:15]=[CH:14][CH:13]=3)[CH:11]=[C:5]2[N:4]=[C:3]([CH3:18])[C:2]=1[F:1]. The catalyst class is: 4.